This data is from Forward reaction prediction with 1.9M reactions from USPTO patents (1976-2016). The task is: Predict the product of the given reaction. (1) Given the reactants [CH2:1]([N:8]([CH2:18][CH2:19][CH2:20][N:21]([CH2:31][C:32]1[CH:37]=[CH:36][CH:35]=[CH:34][CH:33]=1)[C:22]([O:24][CH2:25][C:26]1[S:30][CH:29]=[N:28][CH:27]=1)=[O:23])[C:9](=[O:17])[O:10][CH2:11][C:12]1[S:16][CH:15]=[N:14][CH:13]=1)[C:2]1[CH:7]=[CH:6][CH:5]=[CH:4][CH:3]=1.BrCC1C=CC([C:44]([C:46]2[CH:51]=[CH:50][CH:49]=[CH:48][CH:47]=2)=[O:45])=CC=1.[H-].[Na+].Cl, predict the reaction product. The product is: [C:44]([C:35]1[CH:34]=[CH:33][C:32]([CH2:31][N:21]([CH2:20][CH2:19][CH2:18][N:8]([CH2:1][C:2]2[CH:7]=[CH:6][C:5]([C:44](=[O:45])[C:46]3[CH:47]=[CH:48][CH:49]=[CH:50][CH:51]=3)=[CH:4][CH:3]=2)[C:9]([O:10][CH2:11][C:12]2[S:16][CH:15]=[N:14][CH:13]=2)=[O:17])[C:22](=[O:23])[O:24][CH2:25][C:26]2[S:30][CH:29]=[N:28][CH:27]=2)=[CH:37][CH:36]=1)(=[O:45])[C:46]1[CH:51]=[CH:50][CH:49]=[CH:48][CH:47]=1. (2) Given the reactants Cl.[NH2:2][C@H:3]([C:6]1[CH:11]=[CH:10][CH:9]=[C:8]([N:12]2[CH2:17][CH2:16][O:15][CH2:14][CH2:13]2)[CH:7]=1)[CH2:4][OH:5].[C:18](O)(=[O:27])[CH:19]=[CH:20][C:21]1[CH:26]=[CH:25][CH:24]=[CH:23][CH:22]=1.C(Cl)CCl.C(N(CC)CC)C, predict the reaction product. The product is: [OH:5][CH2:4][C@H:3]([NH:2][C:18](=[O:27])[CH:19]=[CH:20][C:21]1[CH:26]=[CH:25][CH:24]=[CH:23][CH:22]=1)[C:6]1[CH:11]=[CH:10][CH:9]=[C:8]([N:12]2[CH2:17][CH2:16][O:15][CH2:14][CH2:13]2)[CH:7]=1. (3) Given the reactants [CH2:1]([C:4]1[CH:9]=[CH:8][CH:7]=[C:6]([CH2:10][CH:11]=[CH2:12])[C:5]=1[OH:13])[CH:2]=[CH2:3].[OH-].[Na+].C1(O)C=CC=CC=1.Cl[CH2:24][CH2:25][O:26][CH2:27][CH2:28]Cl, predict the reaction product. The product is: [CH2:25]([O:26][CH2:27][CH2:28][O:13][C:5]1[C:4]([CH2:1][CH:2]=[CH2:3])=[CH:9][CH:8]=[CH:7][C:6]=1[CH2:10][CH:11]=[CH2:12])[CH3:24].